Task: Predict the reactants needed to synthesize the given product.. Dataset: Full USPTO retrosynthesis dataset with 1.9M reactions from patents (1976-2016) (1) Given the product [Cl:21][C:17]1[CH:16]=[C:15]([N:29]2[CH2:30][CH2:31][N:26]([CH3:25])[CH2:27][CH2:28]2)[CH:14]=[C:13]2[C:18]=1[C:19](=[O:20])[C:10]([CH3:24])([C:7]1[CH:6]=[CH:5][C:4]([N+:1]([O-:3])=[O:2])=[CH:9][CH:8]=1)[C:11](=[O:23])[NH:12]2, predict the reactants needed to synthesize it. The reactants are: [N+:1]([C:4]1[CH:9]=[CH:8][C:7]([C:10]2([CH3:24])[C:19](=[O:20])[C:18]3[C:13](=[CH:14][C:15](Cl)=[CH:16][C:17]=3[Cl:21])[NH:12][C:11]2=[O:23])=[CH:6][CH:5]=1)([O-:3])=[O:2].[CH3:25][N:26]1[CH2:31][CH2:30][NH:29][CH2:28][CH2:27]1. (2) Given the product [CH3:1][O:2][C:3](=[O:25])[CH2:4][C:5]1[CH:10]=[CH:9][C:8]([O:11][C:12]2[CH:17]=[CH:16][C:15]([C:18]([F:19])([F:21])[F:20])=[CH:14][C:13]=2[NH2:22])=[CH:7][CH:6]=1, predict the reactants needed to synthesize it. The reactants are: [CH3:1][O:2][C:3](=[O:25])[CH2:4][C:5]1[CH:10]=[CH:9][C:8]([O:11][C:12]2[CH:17]=[CH:16][C:15]([C:18]([F:21])([F:20])[F:19])=[CH:14][C:13]=2[N+:22]([O-])=O)=[CH:7][CH:6]=1.